Dataset: HIV replication inhibition screening data with 41,000+ compounds from the AIDS Antiviral Screen. Task: Binary Classification. Given a drug SMILES string, predict its activity (active/inactive) in a high-throughput screening assay against a specified biological target. (1) The molecule is COc1ccc(CC2COC(=O)C2Cc2ccc(OC)c(OC)c2)cc1OC. The result is 0 (inactive). (2) The drug is CN(C)c1ccc(C=CC#N)cc1. The result is 0 (inactive). (3) The drug is COc1ccc(NC(=O)C(CC2=Nc3ccc([N+](=O)[O-])cc3NC2O)=NNC(=O)C[N+](C)(C)C)c(OC)c1.[ClH2+]. The result is 0 (inactive). (4) The result is 0 (inactive). The drug is NN1C(=O)C(CCO)SC1=NN=C1SC(CCO)C(=O)N1N. (5) The compound is O=C1c2cc([N+](=O)[O-])cnc2S(=O)(=O)N1c1ccc(Oc2ccccc2)cc1. The result is 0 (inactive). (6) The drug is CCOC(=O)c1cnc2sc3ccc4ccccc4c3n2c1=O. The result is 0 (inactive). (7) The molecule is COc1ccc(C2C3CCCC(C3=O)C(c3ccc(OC)cc3)N2N=O)cc1. The result is 0 (inactive). (8) The compound is COC(=O)C1(O)CC(=O)CCC1c1ccc(OC)cc1. The result is 0 (inactive).